This data is from Full USPTO retrosynthesis dataset with 1.9M reactions from patents (1976-2016). The task is: Predict the reactants needed to synthesize the given product. Given the product [NH2:24][C:10]1[C:9]2[C:13](=[C:14]([CH2:17][N:18]3[CH2:19][CH2:20][O:21][CH2:22][CH2:23]3)[CH:15]=[CH:16][C:8]=2[C:5]2[CH:6]=[CH:7][C:2]([NH:1][C:33]([NH:32][C:28]3[CH:29]=[CH:30][CH:31]=[C:26]([F:25])[CH:27]=3)=[O:34])=[CH:3][CH:4]=2)[NH:12][N:11]=1, predict the reactants needed to synthesize it. The reactants are: [NH2:1][C:2]1[CH:7]=[CH:6][C:5]([C:8]2[CH:16]=[CH:15][C:14]([CH2:17][N:18]3[CH2:23][CH2:22][O:21][CH2:20][CH2:19]3)=[C:13]3[C:9]=2[C:10]([NH2:24])=[N:11][NH:12]3)=[CH:4][CH:3]=1.[F:25][C:26]1[CH:31]=[CH:30][CH:29]=[C:28]([N:32]=[C:33]=[O:34])[CH:27]=1.